From a dataset of Full USPTO retrosynthesis dataset with 1.9M reactions from patents (1976-2016). Predict the reactants needed to synthesize the given product. (1) The reactants are: [Cl:1][C:2]1[CH:7]=[CH:6][N:5]=[C:4]([C:8]2(O)[CH2:13][CH2:12][N:11]([C:14]([O:16][C:17]([CH3:20])([CH3:19])[CH3:18])=[O:15])[CH2:10][CH2:9]2)[CH:3]=1.COCCN(S(F)(F)[F:32])CCOC. Given the product [Cl:1][C:2]1[CH:7]=[CH:6][N:5]=[C:4]([C:8]2([F:32])[CH2:13][CH2:12][N:11]([C:14]([O:16][C:17]([CH3:20])([CH3:19])[CH3:18])=[O:15])[CH2:10][CH2:9]2)[CH:3]=1, predict the reactants needed to synthesize it. (2) Given the product [CH3:10][O:9][C:7]1[CH:8]=[C:3]([O:2][CH3:1])[N:4]=[C:5]([N:11]2[C:20](=[O:21])[C:19]3[C:14](=[CH:15][C:16]([C:22]([NH:32][CH2:31][C:27]4[S:26][CH:30]=[CH:29][CH:28]=4)=[O:24])=[CH:17][CH:18]=3)[NH:13][C:12]2=[S:25])[N:6]=1, predict the reactants needed to synthesize it. The reactants are: [CH3:1][O:2][C:3]1[CH:8]=[C:7]([O:9][CH3:10])[N:6]=[C:5]([N:11]2[C:20](=[O:21])[C:19]3[C:14](=[CH:15][C:16]([C:22]([OH:24])=O)=[CH:17][CH:18]=3)[NH:13][C:12]2=[S:25])[N:4]=1.[S:26]1[CH:30]=[CH:29][CH:28]=[C:27]1[CH2:31][NH2:32].C(Cl)CCl. (3) Given the product [Cl:1][C:2]1[CH:7]=[CH:6][CH:5]=[CH:4][C:3]=1[CH:8]1[CH2:11][CH2:10][CH:9]1[NH2:12], predict the reactants needed to synthesize it. The reactants are: [Cl:1][C:2]1[CH:7]=[CH:6][CH:5]=[CH:4][C:3]=1[CH:8]1[CH2:11][CH2:10][C:9]1=[N:12]O.B.C1COCC1. (4) Given the product [ClH:21].[NH2:19][C:13]1[N:12]=[C:11]2[C:16]([N:17]=[CH:18][N:10]2[CH2:9][CH2:8][CH:5]([CH2:6][OH:7])[CH2:4][OH:3])=[CH:15][N:14]=1, predict the reactants needed to synthesize it. The reactants are: CC1(C)[O:7][CH2:6][CH:5]([CH2:8][CH2:9][N:10]2[CH:18]=[N:17][C:16]3[C:11]2=[N:12][C:13]([NH2:19])=[N:14][CH:15]=3)[CH2:4][O:3]1.[ClH:21]. (5) Given the product [C:27]([N:16]1[CH2:17][CH2:18][O:19][C@H:14]([CH2:13][C:12]2[CH:20]=[CH:21][C:9]([O:8][CH2:1][C:2]3[CH:3]=[CH:4][CH:5]=[CH:6][CH:7]=3)=[CH:10][CH:11]=2)[CH2:15]1)([O:26][C:22]([CH3:25])([CH3:24])[CH3:23])=[O:28], predict the reactants needed to synthesize it. The reactants are: [CH2:1]([O:8][C:9]1[CH:21]=[CH:20][C:12]([CH2:13][C@H:14]2[O:19][CH2:18][CH2:17][NH:16][CH2:15]2)=[CH:11][CH:10]=1)[C:2]1[CH:7]=[CH:6][CH:5]=[CH:4][CH:3]=1.[C:22]([O:26][C:27](O[C:27]([O:26][C:22]([CH3:25])([CH3:24])[CH3:23])=[O:28])=[O:28])([CH3:25])([CH3:24])[CH3:23]. (6) Given the product [NH2:28][C:27]1[N:11]([C:12]2[CH:17]=[CH:16][CH:15]=[C:14]([Cl:18])[C:13]=2[Cl:19])[C:10]([C:8]2[CH:9]=[C:5]([C:3]([OH:2])=[O:4])[NH:6][CH:7]=2)=[N:20][N:21]=1, predict the reactants needed to synthesize it. The reactants are: C[O:2][C:3]([C:5]1[N:6](S(C)(=O)=O)[CH:7]=[C:8]([C:10](=[N:20][NH2:21])[NH:11][C:12]2[CH:17]=[CH:16][CH:15]=[C:14]([Cl:18])[C:13]=2[Cl:19])[CH:9]=1)=[O:4].Br[C:27]#[N:28]. (7) Given the product [C:26]([O:25][C:23]([N:20]1[CH2:21][CH2:22][CH:17]([NH:16][C:12]([C:7]2[O:8][C:9]3[C:4]([C:5](=[O:15])[CH:6]=2)=[CH:3][C:2]([F:1])=[CH:11][CH:10]=3)=[O:14])[CH2:18][CH2:19]1)=[O:24])([CH3:29])([CH3:27])[CH3:28], predict the reactants needed to synthesize it. The reactants are: [F:1][C:2]1[CH:3]=[C:4]2[C:9](=[CH:10][CH:11]=1)[O:8][C:7]([C:12]([OH:14])=O)=[CH:6][C:5]2=[O:15].[NH2:16][CH:17]1[CH2:22][CH2:21][N:20]([C:23]([O:25][C:26]([CH3:29])([CH3:28])[CH3:27])=[O:24])[CH2:19][CH2:18]1.OC1C2N=NNC=2C=CC=1.Cl.C(N=C=NCCCN(C)C)C.